Task: Regression. Given a target protein amino acid sequence and a drug SMILES string, predict the binding affinity score between them. We predict pKi (pKi = -log10(Ki in M); higher means stronger inhibition). Dataset: bindingdb_ki.. Dataset: Drug-target binding data from BindingDB using Ki measurements (1) The small molecule is CC(C)(C)NC(=O)[C@@H]1CN(Cc2cccnc2)CCN1C[C@@H](O)C[C@@H](Cc1ccccc1)C(=O)N[C@H]1c2ccccc2C[C@H]1O. The target protein sequence is PQITLWQRPLVTVKIGGQLKEALLDTGADDTVLEDINLPGKWKPKMIGGIGGFIKVRQYDQILIEICGKKAIGTVLVGPTPFNIIGRNMLTQIGCTLNF. The pKi is 7.0. (2) The drug is Cc1ccccc1N=C(N)Nc1ccccc1C. The target protein (O70212) has sequence MVLWLQLALLALLLPTSLAQGEVRGKGTAQAHNSTRPALQRLSDHLLADYRKSVRPVRDWRKPTTVSIDAIVYAILSVDEKNQVLTTYIWYRQFWTDEFLQWNPEDFDNITKLSIPTDSIWVPDILINEFVDVGKSPNIPYVYVRHQGEVQNYKPLQVVTACSLDIYNFPFDVQNCSLTFTSWLHTIQDINISLWRLPEKVKSDKSVFMNQGEWELLGVLTEFLEFSDRESRGSFAEMKFYVVIRRRPLFYAVTLLLPSIFLMIVDIVGFYLPPDSGERVSFKITLLLGYSVFLIIVSDTLPATAIGTPLISVYFVVCMALLVISLAETILIVRLVHKQDLQQPVPLWLRHLVLERIAGLLCLGEQLTSHRGPATLQATKTDDFSGSTLLPAMGNHCGPLGGPQDLEKTSRGRGSPPPPPREASLAMCGLLQELASIRHFLEKREETREVARDWLRVGSVLDKLLFRVYLLAVLAYSITLVTLWSVWHYA. The pKi is 7.2.